Dataset: Catalyst prediction with 721,799 reactions and 888 catalyst types from USPTO. Task: Predict which catalyst facilitates the given reaction. (1) Reactant: [Cl:1][C:2]1[CH:28]=[CH:27][C:5]([NH:6][C:7]2[C:16]3[C:11](=[CH:12][C:13]([O:19][CH2:20][C@@H:21]4[CH2:26][CH2:25][CH2:24][NH:23][CH2:22]4)=[C:14]([O:17][CH3:18])[CH:15]=3)[N:10]=[CH:9][N:8]=2)=[C:4]([F:29])[CH:3]=1.F[P-](F)(F)(F)(F)F.N1(OC(N(C)C)=[N+](C)C)C2N=CC=CC=2N=N1.[CH3:54][N:55]([CH3:60])[CH2:56][C:57](O)=[O:58].C(N(C(C)C)CC)(C)C. The catalyst class is: 42. Product: [NH3:6].[Cl:1][C:2]1[CH:28]=[CH:27][C:5]([NH:6][C:7]2[C:16]3[C:11](=[CH:12][C:13]([O:19][CH2:20][C@@H:21]4[CH2:26][CH2:25][CH2:24][N:23]([C:57](=[O:58])[CH2:56][N:55]([CH3:60])[CH3:54])[CH2:22]4)=[C:14]([O:17][CH3:18])[CH:15]=3)[N:10]=[CH:9][N:8]=2)=[C:4]([F:29])[CH:3]=1. (2) Reactant: [CH3:1][C:2]1[CH:7]=[C:6]([N:8]2[CH2:12][CH2:11][CH2:10][CH2:9]2)[N:5]=[C:4](/[CH:13]=[CH:14]/[C:15]2[CH:20]=[CH:19][CH:18]=[C:17]([N+:21]([O-])=O)[CH:16]=2)[N:3]=1.Cl.[OH-].[Na+]. Product: [CH3:1][C:2]1[CH:7]=[C:6]([N:8]2[CH2:12][CH2:11][CH2:10][CH2:9]2)[N:5]=[C:4](/[CH:13]=[CH:14]/[C:15]2[CH:16]=[C:17]([NH2:21])[CH:18]=[CH:19][CH:20]=2)[N:3]=1. The catalyst class is: 8. (3) Reactant: [CH3:1][O:2][C:3]1[CH:8]=[C:7]([N+:9]([O-])=O)[CH:6]=[CH:5][C:4]=1[N:12]1[CH2:17][CH2:16][CH:15]([O:18][Si:19]([CH:26]([CH3:28])[CH3:27])([CH:23]([CH3:25])[CH3:24])[CH:20]([CH3:22])[CH3:21])[CH2:14][CH2:13]1. Product: [CH3:1][O:2][C:3]1[CH:8]=[C:7]([NH2:9])[CH:6]=[CH:5][C:4]=1[N:12]1[CH2:17][CH2:16][CH:15]([O:18][Si:19]([CH:23]([CH3:25])[CH3:24])([CH:26]([CH3:28])[CH3:27])[CH:20]([CH3:22])[CH3:21])[CH2:14][CH2:13]1. The catalyst class is: 123. (4) Reactant: C([O:4][CH2:5][CH2:6][O:7][CH2:8][CH2:9][CH2:10][CH2:11][CH2:12][CH:13]([CH3:25])[CH2:14][CH2:15][CH2:16][CH:17]([CH3:24])[CH2:18][CH2:19][CH2:20][CH:21]([CH3:23])[CH3:22])(=O)C.[OH-].[K+]. Product: [CH3:25][CH:13]([CH2:14][CH2:15][CH2:16][CH:17]([CH3:24])[CH2:18][CH2:19][CH2:20][CH:21]([CH3:23])[CH3:22])[CH2:12][CH2:11][CH2:10][CH2:9][CH2:8][O:7][CH2:6][CH2:5][OH:4]. The catalyst class is: 5. (5) The catalyst class is: 793. Reactant: Cl.[CH3:2][O:3][C:4]([C:6]1[CH:7]=[C:8]2[C:12](=[CH:13][CH:14]=1)[CH2:11][CH2:10][C@H:9]2[NH2:15])=[O:5].C(N(CC)CC)C.[Cl:23][C:24]1[CH:32]=[CH:31][CH:30]=[CH:29][C:25]=1[C:26](Cl)=[O:27]. Product: [CH3:2][O:3][C:4]([C:6]1[CH:7]=[C:8]2[C:12](=[CH:13][CH:14]=1)[CH2:11][CH2:10][C@H:9]2[NH:15][C:26](=[O:27])[C:25]1[CH:29]=[CH:30][CH:31]=[CH:32][C:24]=1[Cl:23])=[O:5]. (6) Reactant: [C:1](O)(=O)[CH2:2][C:3]([CH2:8][C:9]([OH:11])=O)([C:5]([OH:7])=O)O.CCOCCOCCO.C(O)(=O)CCCCCCC/C=C\CCCCCCCC.C(O)C(O)C.[CH3:48][N+:49](CC(O)=O)(C)C.CCCCCCCC/C=C\CCCCCCCCOCCOCCO.C([O-])(=O)C=C.S([O-])([O-])=O.[Na+].[Na+].C(N(CC(O)=O)CC(O)=O)CN(CC(O)=O)CC(O)=O.O=C1O[C@H]([C@H](CO)O)C(O)=C1O.[OH-].[NH4+]. Product: [NH2:49][C:48]1[CH:1]=[CH:2][C:3]([CH2:5][OH:7])=[CH:8][C:9]=1[OH:11]. The catalyst class is: 6. (7) The catalyst class is: 7. Reactant: C(OC(=O)[NH:7][CH2:8]/[CH:9]=[CH:10]/[C:11]1[CH:12]=[C:13]2[C:18](=[CH:19][CH:20]=1)[N:17]=[CH:16][N:15]=[C:14]2[NH:21][C:22]1[CH:27]=[CH:26][C:25]([O:28][C:29]2[CH:30]=[N:31][C:32]([CH3:35])=[CH:33][CH:34]=2)=[C:24]([Cl:36])[CH:23]=1)(C)(C)C.Cl.C(=O)([O-])[O-].[K+].[K+].C(Cl)Cl. Product: [NH2:7][CH2:8]/[CH:9]=[CH:10]/[C:11]1[CH:12]=[C:13]2[C:18](=[CH:19][CH:20]=1)[N:17]=[CH:16][N:15]=[C:14]2[NH:21][C:22]1[CH:27]=[CH:26][C:25]([O:28][C:29]2[CH:30]=[N:31][C:32]([CH3:35])=[CH:33][CH:34]=2)=[C:24]([Cl:36])[CH:23]=1. (8) Reactant: C([Mg]Cl)(C)C.[Li+].[Cl-].[S:8]1[CH:12]=[CH:11][N:10]=[CH:9]1.[C:13]([C@H:16]1[CH2:21][CH2:20][C@H:19]([C:22]([O:24][CH2:25][CH2:26][CH2:27][CH3:28])=[O:23])[CH2:18][CH2:17]1)(=[O:15])[CH3:14]. Product: [OH:15][C:13]([C@H:16]1[CH2:21][CH2:20][C@H:19]([C:22]([O:24][CH2:25][CH2:26][CH2:27][CH3:28])=[O:23])[CH2:18][CH2:17]1)([C:9]1[S:8][CH:12]=[CH:11][N:10]=1)[CH3:14]. The catalyst class is: 1.